From a dataset of NCI-60 drug combinations with 297,098 pairs across 59 cell lines. Regression. Given two drug SMILES strings and cell line genomic features, predict the synergy score measuring deviation from expected non-interaction effect. (1) Drug 2: C1CN(CCN1C(=O)CCBr)C(=O)CCBr. Synergy scores: CSS=32.0, Synergy_ZIP=0.659, Synergy_Bliss=4.04, Synergy_Loewe=4.71, Synergy_HSA=5.23. Cell line: SNB-19. Drug 1: CS(=O)(=O)CCNCC1=CC=C(O1)C2=CC3=C(C=C2)N=CN=C3NC4=CC(=C(C=C4)OCC5=CC(=CC=C5)F)Cl. (2) Drug 1: CS(=O)(=O)OCCCCOS(=O)(=O)C. Synergy scores: CSS=7.93, Synergy_ZIP=-1.66, Synergy_Bliss=-0.462, Synergy_Loewe=-0.866, Synergy_HSA=-4.66. Drug 2: CC(C)CN1C=NC2=C1C3=CC=CC=C3N=C2N. Cell line: RPMI-8226. (3) Drug 1: C1=CN(C=N1)CC(O)(P(=O)(O)O)P(=O)(O)O. Drug 2: C(=O)(N)NO. Cell line: HT29. Synergy scores: CSS=-0.582, Synergy_ZIP=0.112, Synergy_Bliss=-4.48, Synergy_Loewe=-0.289, Synergy_HSA=-5.93. (4) Drug 1: C1=CC(=CC=C1CCC2=CNC3=C2C(=O)NC(=N3)N)C(=O)NC(CCC(=O)O)C(=O)O. Synergy scores: CSS=-2.84, Synergy_ZIP=0.412, Synergy_Bliss=-1.50, Synergy_Loewe=-6.86, Synergy_HSA=-6.98. Drug 2: CC1=C(C(=CC=C1)Cl)NC(=O)C2=CN=C(S2)NC3=CC(=NC(=N3)C)N4CCN(CC4)CCO. Cell line: MDA-MB-435. (5) Drug 2: C1CNP(=O)(OC1)N(CCCl)CCCl. Cell line: MALME-3M. Drug 1: CCCS(=O)(=O)NC1=C(C(=C(C=C1)F)C(=O)C2=CNC3=C2C=C(C=N3)C4=CC=C(C=C4)Cl)F. Synergy scores: CSS=44.4, Synergy_ZIP=1.68, Synergy_Bliss=-1.29, Synergy_Loewe=-21.3, Synergy_HSA=-0.280. (6) Cell line: MDA-MB-231. Drug 1: CN1C(=O)N2C=NC(=C2N=N1)C(=O)N. Drug 2: CC1=C(N=C(N=C1N)C(CC(=O)N)NCC(C(=O)N)N)C(=O)NC(C(C2=CN=CN2)OC3C(C(C(C(O3)CO)O)O)OC4C(C(C(C(O4)CO)O)OC(=O)N)O)C(=O)NC(C)C(C(C)C(=O)NC(C(C)O)C(=O)NCCC5=NC(=CS5)C6=NC(=CS6)C(=O)NCCC[S+](C)C)O. Synergy scores: CSS=18.4, Synergy_ZIP=-5.50, Synergy_Bliss=-3.03, Synergy_Loewe=-17.6, Synergy_HSA=0.667.